This data is from Catalyst prediction with 721,799 reactions and 888 catalyst types from USPTO. The task is: Predict which catalyst facilitates the given reaction. (1) Reactant: [Cl:1][C:2]1[CH:3]=[C:4]([NH:23][C:24](=[O:29])[CH2:25][C:26](=O)[CH3:27])[CH:5]=[CH:6][C:7]=1[NH:8][C:9]([CH3:22])([CH3:21])[CH2:10][C:11]1[CH:20]=[CH:19][C:18]2[C:13](=[CH:14][CH:15]=[CH:16][CH:17]=2)[CH:12]=1.[NH3:30]. Product: [NH2:30]/[C:26](/[CH3:27])=[CH:25]\[C:24]([NH:23][C:4]1[CH:5]=[CH:6][C:7]([NH:8][C:9]([CH3:21])([CH3:22])[CH2:10][C:11]2[CH:20]=[CH:19][C:18]3[C:17](=[CH:16][CH:15]=[CH:14][CH:13]=3)[CH:12]=2)=[C:2]([Cl:1])[CH:3]=1)=[O:29]. The catalyst class is: 5. (2) Reactant: [C:1]12([NH:11][C:12](=[O:15])[CH2:13]Cl)[CH2:10][CH:5]3[CH2:6][CH:7]([CH2:9][CH:3]([CH2:4]3)[CH2:2]1)[CH2:8]2.[NH:16]1[CH2:24][CH2:23][CH:19]([C:20]([NH2:22])=[O:21])[CH2:18][CH2:17]1.C([O-])([O-])=O.[K+].[K+].C(O)(C(F)(F)F)=O. Product: [C:1]12([NH:11][C:12](=[O:15])[CH2:13][N:16]3[CH2:24][CH2:23][CH:19]([C:20]([NH2:22])=[O:21])[CH2:18][CH2:17]3)[CH2:10][CH:5]3[CH2:6][CH:7]([CH2:9][CH:3]([CH2:4]3)[CH2:2]1)[CH2:8]2. The catalyst class is: 16. (3) The catalyst class is: 1. Product: [CH3:16][C:13]1([CH3:15])[C:12]([CH3:17])([CH3:18])[O:11][B:10]([C:5]#[C:4][CH2:3][CH2:2][CH3:19])[O:14]1. Reactant: [Li][CH2:2][CH2:3][CH2:4][CH3:5].C(O[B:10]1[O:14][C:13]([CH3:16])([CH3:15])[C:12]([CH3:18])([CH3:17])[O:11]1)(C)C.[C-:19]#[C-].[Li+].[Li+].Cl. (4) Reactant: [C:1]([O:4][CH2:5][C:6]#[N:7])(=[O:3])[CH3:2].[CH2:8]([OH:10])[CH3:9].[ClH:11]. Product: [ClH:11].[C:1]([O:4][CH2:5][C:6]([O:10][CH2:8][CH3:9])=[NH:7])(=[O:3])[CH3:2]. The catalyst class is: 27. (5) Reactant: [CH3:1][N:2]([CH3:18])[C:3]([C@@H:5]1[CH2:10][CH2:9][CH2:8][N:7](C(OC(C)(C)C)=O)[CH2:6]1)=[O:4].[ClH:19]. Product: [ClH:19].[CH3:1][N:2]([CH3:18])[C:3]([C@@H:5]1[CH2:10][CH2:9][CH2:8][NH:7][CH2:6]1)=[O:4]. The catalyst class is: 5. (6) Reactant: CN(C(ON1N=NC2C=CC=NC1=2)=[N+](C)C)C.F[P-](F)(F)(F)(F)F.[C:25]1([C:31](=[N:38][CH2:39][C:40]2([C:55]([OH:57])=O)[CH2:45][CH2:44][N:43]([C:46]3[C:47]4[CH:54]=[CH:53][NH:52][C:48]=4[N:49]=[CH:50][N:51]=3)[CH2:42][CH2:41]2)[C:32]2[CH:37]=[CH:36][CH:35]=[CH:34][CH:33]=2)[CH:30]=[CH:29][CH:28]=[CH:27][CH:26]=1.Cl.[Cl:59][C:60]1[S:64][C:63]([CH2:65][NH2:66])=[CH:62][CH:61]=1.CCN(C(C)C)C(C)C. Product: [Cl:59][C:60]1[S:64][C:63]([CH2:65][NH:66][C:55]([C:40]2([CH2:39][N:38]=[C:31]([C:25]3[CH:26]=[CH:27][CH:28]=[CH:29][CH:30]=3)[C:32]3[CH:37]=[CH:36][CH:35]=[CH:34][CH:33]=3)[CH2:41][CH2:42][N:43]([C:46]3[C:47]4[CH:54]=[CH:53][NH:52][C:48]=4[N:49]=[CH:50][N:51]=3)[CH2:44][CH2:45]2)=[O:57])=[CH:62][CH:61]=1. The catalyst class is: 474. (7) Reactant: [Cl:1][C:2]1[C:3]2[C:10]([CH:11]([C:13]3[CH:14]=[N:15][CH:16]=[C:17]([N:19]=[C:20]([C:27]4[CH:32]=[CH:31][CH:30]=[CH:29][CH:28]=4)[C:21]4[CH:26]=[CH:25][CH:24]=[CH:23][CH:22]=4)[CH:18]=3)[OH:12])=[CH:9][N:8]([CH3:33])[C:4]=2[N:5]=[CH:6][N:7]=1.CC(OI1(OC(C)=O)(OC(C)=O)OC(=O)C2C=CC=CC1=2)=O.[OH-].[Na+]. Product: [Cl:1][C:2]1[C:3]2[C:10]([C:11]([C:13]3[CH:14]=[N:15][CH:16]=[C:17]([N:19]=[C:20]([C:21]4[CH:26]=[CH:25][CH:24]=[CH:23][CH:22]=4)[C:27]4[CH:32]=[CH:31][CH:30]=[CH:29][CH:28]=4)[CH:18]=3)=[O:12])=[CH:9][N:8]([CH3:33])[C:4]=2[N:5]=[CH:6][N:7]=1. The catalyst class is: 2. (8) Reactant: [Li+].[OH-:2].[O:3]=[C:4]1[N:10]([CH:11]2[CH2:16][CH2:15][N:14]([C:17]([O:19][C@H:20]([CH2:42][C:43]3[CH:48]=[C:47]([C:49]([F:52])([F:51])[F:50])[C:46]([NH2:53])=[C:45]([Cl:54])[CH:44]=3)[C:21]([N:23]3[CH2:28][CH2:27][N:26]([C:29]4([CH3:41])[CH2:34][CH2:33][N:32](OCC)[CH:31](C)[C:30]4=C=O)[CH2:25][CH2:24]3)=[O:22])=[O:18])[CH2:13][CH2:12]2)[CH2:9][CH2:8][C:7]2[CH:55]=[CH:56][CH:57]=[CH:58][C:6]=2[NH:5]1.Cl.[CH2:60]1[CH2:64][O:63]CC1. Product: [O:3]=[C:4]1[N:10]([CH:11]2[CH2:16][CH2:15][N:14]([C:17]([O:19][C@H:20]([CH2:42][C:43]3[CH:48]=[C:47]([C:49]([F:52])([F:50])[F:51])[C:46]([NH2:53])=[C:45]([Cl:54])[CH:44]=3)[C:21]([N:23]3[CH2:28][CH2:27][N:26]([C:29]4([CH3:41])[CH2:30][CH2:31][N:32]([CH2:60][C:64]([OH:2])=[O:63])[CH2:33][CH2:34]4)[CH2:25][CH2:24]3)=[O:22])=[O:18])[CH2:13][CH2:12]2)[CH2:9][CH2:8][C:7]2[CH:55]=[CH:56][CH:57]=[CH:58][C:6]=2[NH:5]1. The catalyst class is: 6.